Predict the product of the given reaction. From a dataset of Forward reaction prediction with 1.9M reactions from USPTO patents (1976-2016). (1) Given the reactants [C:1]1([C:13]([NH:15][CH2:16][CH2:17][CH2:18][CH2:19][CH2:20][CH2:21][C:22]([OH:24])=O)=[O:14])[C:11]2=[C:12]3[C:7](=[CH:8][CH:9]=[CH:10]2)[CH2:6][CH2:5][CH2:4][N:3]3[CH:2]=1.[Cl:25][C:26]1[CH:27]=[C:28]([NH2:34])[C:29]([NH2:33])=[CH:30][C:31]=1[Cl:32], predict the reaction product. The product is: [NH2:34][C:28]1[CH:27]=[C:26]([Cl:25])[C:31]([Cl:32])=[CH:30][C:29]=1[NH:33][C:22](=[O:24])[CH2:21][CH2:20][CH2:19][CH2:18][CH2:17][CH2:16][NH:15][C:13]([C:1]1[C:11]2=[C:12]3[C:7](=[CH:8][CH:9]=[CH:10]2)[CH2:6][CH2:5][CH2:4][N:3]3[CH:2]=1)=[O:14]. (2) Given the reactants [C:1]([O:4][C@@H:5]1[CH2:10][CH2:9][CH2:8][CH2:7][C@H:6]1[C:11]1[CH:16]=[CH:15][C:14](I)=[CH:13][CH:12]=1)(=[O:3])[CH3:2].C([O-])(=O)C.[K+].[B:23]1([B:23]2[O:27][C:26]([CH3:29])([CH3:28])[C:25]([CH3:31])([CH3:30])[O:24]2)[O:27][C:26]([CH3:29])([CH3:28])[C:25]([CH3:31])([CH3:30])[O:24]1.O, predict the reaction product. The product is: [C:1]([O:4][C@@H:5]1[CH2:10][CH2:9][CH2:8][CH2:7][C@H:6]1[C:11]1[CH:16]=[CH:15][C:14]([B:23]2[O:27][C:26]([CH3:29])([CH3:28])[C:25]([CH3:31])([CH3:30])[O:24]2)=[CH:13][CH:12]=1)(=[O:3])[CH3:2]. (3) Given the reactants [Br:1][C:2]1[CH:3]=[CH:4][C:5]([OH:11])=[C:6]([C:8](=O)[CH3:9])[CH:7]=1.[C:12]1([NH:18]N)[CH:17]=[CH:16][CH:15]=[CH:14][CH:13]=1.O, predict the reaction product. The product is: [Br:1][C:2]1[CH:3]=[CH:4][C:5]([OH:11])=[C:6]([C:8]2[NH:18][C:12]3[C:17]([CH:9]=2)=[CH:16][CH:15]=[CH:14][CH:13]=3)[CH:7]=1. (4) Given the reactants [Cl:1][C:2]1[CH:22]=[CH:21][C:5]([O:6][C:7]2[CH:12]=[CH:11][CH:10]=[CH:9][C:8]=2[CH:13]2[CH:17](O)[CH2:16][N:15]([CH3:19])[C:14]2=[O:20])=[CH:4][CH:3]=1, predict the reaction product. The product is: [Cl:1][C:2]1[CH:22]=[CH:21][C:5]2[O:6][C:7]3[CH:12]=[CH:11][CH:10]=[CH:9][C:8]=3[C@@H:13]3[C:14](=[O:20])[N:15]([CH3:19])[CH2:16][C@@H:17]3[C:4]=2[CH:3]=1. (5) Given the reactants [OH:1][C:2]1[CH:7]=[CH:6][CH:5]=[C:4]([OH:8])[C:3]=1[C:9](=[N:13][OH:14])[CH:10]([CH3:12])[CH3:11].[C:15](OC(=O)C)(=[O:17])[CH3:16], predict the reaction product. The product is: [C:15]([O:14][N:13]=[C:9]([C:3]1[C:4]([OH:8])=[CH:5][CH:6]=[CH:7][C:2]=1[OH:1])[CH:10]([CH3:12])[CH3:11])(=[O:17])[CH3:16]. (6) Given the reactants Cl[C:2](Cl)([O:4]C(=O)OC(Cl)(Cl)Cl)Cl.Cl.[CH2:14]([O:16][C:17](=[O:36])[C@H:18]([CH3:35])[CH2:19][C@H:20]([NH2:34])[CH2:21][C:22]1[CH:27]=[CH:26][C:25]([C:28]2[CH:33]=[CH:32][CH:31]=[CH:30][CH:29]=2)=[CH:24][CH:23]=1)[CH3:15], predict the reaction product. The product is: [CH2:14]([O:16][C:17](=[O:36])[C@H:18]([CH3:35])[CH2:19][C@H:20]([N:34]=[C:2]=[O:4])[CH2:21][C:22]1[CH:23]=[CH:24][C:25]([C:28]2[CH:33]=[CH:32][CH:31]=[CH:30][CH:29]=2)=[CH:26][CH:27]=1)[CH3:15]. (7) Given the reactants [OH-].[Na+].[Br:3][C:4]1[CH:9]=[CH:8][C:7]([N:10]2[C:21]3[C:13](=[C:14]4[N:18]([C:19](=[O:22])[CH:20]=3)[CH2:17][CH2:16][CH2:15]4)[N:12]([S:23]([C:26]3[CH:31]=[CH:30][C:29]([F:32])=[CH:28][CH:27]=3)(=[O:25])=[O:24])C2=O)=[C:6]([F:34])[CH:5]=1.Cl, predict the reaction product. The product is: [Br:3][C:4]1[CH:9]=[CH:8][C:7]([NH:10][C:21]2[C:13]([NH:12][S:23]([C:26]3[CH:31]=[CH:30][C:29]([F:32])=[CH:28][CH:27]=3)(=[O:24])=[O:25])=[C:14]3[N:18]([CH2:17][CH2:16][CH2:15]3)[C:19](=[O:22])[CH:20]=2)=[C:6]([F:34])[CH:5]=1. (8) Given the reactants [C:1]12([C:11](=[O:24])[CH2:12][S:13][C:14]3[CH:19]=[CH:18][C:17]([NH:20][C:21](=[O:23])[CH3:22])=[CH:16][CH:15]=3)[CH2:10][CH:5]3[CH2:6][CH:7]([CH2:9][CH:3]([CH2:4]3)[CH2:2]1)[CH2:8]2.C1C=C(Cl)C=C(C(OO)=[O:33])C=1, predict the reaction product. The product is: [C:1]12([C:11](=[O:24])[CH2:12][S:13]([C:14]3[CH:19]=[CH:18][C:17]([NH:20][C:21](=[O:23])[CH3:22])=[CH:16][CH:15]=3)=[O:33])[CH2:8][CH:7]3[CH2:9][CH:3]([CH2:4][CH:5]([CH2:6]3)[CH2:10]1)[CH2:2]2. (9) Given the reactants [CH3:1][O:2][C:3]1[CH:17]=[C:16]([C:18]([F:21])([F:20])[F:19])[CH:15]=[C:14]([S:22][CH3:23])[C:4]=1[C:5]([NH:7][CH:8]1[CH2:12][CH2:11][CH2:10][C:9]1=O)=[O:6].[NH:24]1[CH2:28][CH2:27][CH2:26][CH2:25]1, predict the reaction product. The product is: [CH3:1][O:2][C:3]1[CH:17]=[C:16]([C:18]([F:21])([F:20])[F:19])[CH:15]=[C:14]([S:22][CH3:23])[C:4]=1[C:5]([NH:7][CH:8]1[CH2:12][CH2:11][CH2:10][CH:9]1[N:24]1[CH2:28][CH2:27][CH2:26][CH2:25]1)=[O:6]. (10) Given the reactants Cl[C:2]1[N:7]=[C:6]([O:8][C:9]2[CH:14]=[C:13]([C:15]#[N:16])[CH:12]=[C:11]([C:17]#[N:18])[CH:10]=2)[CH:5]=[CH:4][N:3]=1.[Cl:19][C:20]1[CH:21]=[C:22]([OH:27])[CH:23]=[C:24]([Cl:26])[CH:25]=1.C(=O)([O-])[O-].[K+].[K+], predict the reaction product. The product is: [Cl:19][C:20]1[CH:21]=[C:22]([CH:23]=[C:24]([Cl:26])[CH:25]=1)[O:27][C:2]1[N:7]=[C:6]([O:8][C:9]2[CH:14]=[C:13]([C:15]#[N:16])[CH:12]=[C:11]([CH:10]=2)[C:17]#[N:18])[CH:5]=[CH:4][N:3]=1.